This data is from Peptide-MHC class I binding affinity with 185,985 pairs from IEDB/IMGT. The task is: Regression. Given a peptide amino acid sequence and an MHC pseudo amino acid sequence, predict their binding affinity value. This is MHC class I binding data. (1) The peptide sequence is VETKCPNLD. The MHC is HLA-A02:03 with pseudo-sequence HLA-A02:03. The binding affinity (normalized) is 0. (2) The peptide sequence is EDAMPGVLSY. The MHC is HLA-A23:01 with pseudo-sequence HLA-A23:01. The binding affinity (normalized) is 0.103. (3) The peptide sequence is AYGSRFHEW. The MHC is HLA-A02:01 with pseudo-sequence HLA-A02:01. The binding affinity (normalized) is 0.0847. (4) The peptide sequence is LTYLQYGWSYF. The MHC is Mamu-A11 with pseudo-sequence Mamu-A11. The binding affinity (normalized) is 0.0290. (5) The peptide sequence is RVRGAVTGM. The MHC is HLA-B15:09 with pseudo-sequence HLA-B15:09. The binding affinity (normalized) is 0.0847. (6) The peptide sequence is ACYNTCYCK. The binding affinity (normalized) is 0.161. The MHC is HLA-A33:01 with pseudo-sequence HLA-A33:01.